Dataset: Full USPTO retrosynthesis dataset with 1.9M reactions from patents (1976-2016). Task: Predict the reactants needed to synthesize the given product. (1) Given the product [CH3:1][N:2]1[C:10]2[CH:9]3[CH2:11][CH:6]([CH2:7][CH2:8]3)[C:5]=2[C:4]([CH:12]=[O:13])=[N:3]1, predict the reactants needed to synthesize it. The reactants are: [CH3:1][N:2]1[C:10]2[CH:9]3[CH2:11][CH:6]([CH2:7][CH2:8]3)[C:5]=2[C:4]([CH2:12][OH:13])=[N:3]1.CCOC(C)=O. (2) Given the product [Br:8][C:6]1[N:7]=[C:2]([NH:23][CH2:22][CH:19]2[CH2:20][CH2:21][O:16][CH2:17][CH2:18]2)[C:3]([NH:9][CH2:10][C:11]([O:13][CH2:14][CH3:15])=[O:12])=[N:4][CH:5]=1, predict the reactants needed to synthesize it. The reactants are: Br[C:2]1[C:3]([NH:9][CH2:10][C:11]([O:13][CH2:14][CH3:15])=[O:12])=[N:4][CH:5]=[C:6]([Br:8])[N:7]=1.[O:16]1[CH2:21][CH2:20][CH:19]([CH2:22][NH2:23])[CH2:18][CH2:17]1.C(N(CC)C(C)C)(C)C.CS(C)=O.